From a dataset of Catalyst prediction with 721,799 reactions and 888 catalyst types from USPTO. Predict which catalyst facilitates the given reaction. (1) Reactant: [S:1]1[CH:5]=[C:4]([NH:6][C:7](=[O:13])[O:8][C:9]([CH3:12])([CH3:11])[CH3:10])[N:3]=[CH:2]1.C([O-])([O-])=O.[Cs+].[Cs+].Cl[CH2:21][C:22]1[CH:27]=[CH:26][C:25]([O:28][CH3:29])=[CH:24][CH:23]=1.O. Product: [CH3:29][O:28][C:25]1[CH:26]=[CH:27][C:22]([CH2:21][N:6]([C:4]2[N:3]=[CH:2][S:1][CH:5]=2)[C:7](=[O:13])[O:8][C:9]([CH3:10])([CH3:12])[CH3:11])=[CH:23][CH:24]=1. The catalyst class is: 3. (2) The catalyst class is: 57. Product: [Si:1]([O:8][CH2:9][C@H:10]1[N:15]([C:16]([O:18][C:19]([CH3:21])([CH3:22])[CH3:20])=[O:17])[CH2:14][C@@H:13](/[CH:23]=[CH:31]/[C:30]2[CH:51]=[CH:52][CH:53]=[CH:54][C:29]=2[N+:26]([O-:28])=[O:27])[O:12][CH2:11]1)([C:4]([CH3:7])([CH3:6])[CH3:5])([CH3:3])[CH3:2]. Reactant: [Si:1]([O:8][CH2:9][C@H:10]1[N:15]([C:16]([O:18][C:19]([CH3:22])([CH3:21])[CH3:20])=[O:17])[CH2:14][C@@H:13]([CH:23]=O)[O:12][CH2:11]1)([C:4]([CH3:7])([CH3:6])[CH3:5])([CH3:3])[CH3:2].[Br-].[N+:26]([C:29]1[CH:54]=[CH:53][CH:52]=[CH:51][C:30]=1[CH2:31][P+](C1C=CC=CC=1)(C1C=CC=CC=1)C1C=CC=CC=1)([O-:28])=[O:27].C(=O)([O-])[O-].[K+].[K+]. (3) Reactant: [Na].Cl.[NH2:3][OH:4].[CH2:5]([N:12]1[CH2:17][CH2:16][CH:15]([CH2:18][C:19]#[N:20])[CH2:14][CH2:13]1)[C:6]1[CH:11]=[CH:10][CH:9]=[CH:8][CH:7]=1. Product: [CH2:5]([N:12]1[CH2:17][CH2:16][CH:15]([CH2:18][C:19]([NH:3][OH:4])=[NH:20])[CH2:14][CH2:13]1)[C:6]1[CH:11]=[CH:10][CH:9]=[CH:8][CH:7]=1. The catalyst class is: 5. (4) Reactant: [Cl:1][C:2]1[CH:3]=[CH:4][C:5]([CH3:30])=[C:6]([CH:29]=1)[CH2:7][N:8](C)[C:9]([C:12]1[C:16](O[Si](C(C)C)(C(C)C)C(C)C)=[N:15][O:14][N:13]=1)=[N:10][OH:11].Cl.[O:32]1CCOC[CH2:33]1. Product: [Cl:1][C:2]1[CH:3]=[CH:4][C:5]([CH3:30])=[C:6]([CH:29]=1)[CH2:7][NH:8][C:9]([C:12]1[C:16]([CH2:33][OH:32])=[N:15][O:14][N:13]=1)=[N:10][OH:11]. The catalyst class is: 5. (5) Reactant: [N:1]1[C:10]2[CH:9]=[CH:8][CH:7]=[C:6]([OH:11])[C:5]=2[CH:4]=[CH:3][CH:2]=1.[C:12]([O:16][C:17]([N:19]1[CH2:24][CH2:23][CH:22]([N:25]2[C:29]3=[N:30][CH:31]=[N:32][C:33](Cl)=[C:28]3[CH:27]=[N:26]2)[CH2:21][CH2:20]1)=[O:18])([CH3:15])([CH3:14])[CH3:13].C(=O)([O-])[O-].[K+].[K+].C(=O)([O-])[O-].[Na+].[Na+]. Product: [C:12]([O:16][C:17]([N:19]1[CH2:20][CH2:21][CH:22]([N:25]2[C:29]3=[N:30][CH:31]=[N:32][C:33]([O:11][C:6]4[CH:7]=[CH:8][CH:9]=[C:10]5[C:5]=4[CH:4]=[CH:3][CH:2]=[N:1]5)=[C:28]3[CH:27]=[N:26]2)[CH2:23][CH2:24]1)=[O:18])([CH3:15])([CH3:13])[CH3:14]. The catalyst class is: 9. (6) Reactant: [Si:1]([O:8][CH2:9][C@@H:10]([CH2:12][CH2:13][CH2:14][C@H:15]([C@@H:17]1[C@:34]2([CH3:35])[C@H:20]([C@H:21]3[C@H:31]([CH2:32][CH2:33]2)[C@:29]2([CH3:30])[C:24]([CH2:25][C@@H:26]([OH:36])[CH2:27][CH2:28]2)=[CH:23][CH2:22]3)[CH2:19][CH2:18]1)[CH3:16])[CH3:11])([C:4]([CH3:7])([CH3:6])[CH3:5])([CH3:3])[CH3:2].CN1CCCCC1=O.O. Product: [Si:1]([O:8][CH2:9][C@@H:10]([CH2:12][CH2:13][CH2:14][C@H:15]([C@@H:17]1[C@:34]2([CH3:35])[C@H:20]([C@H:21]3[C@H:31]([CH2:32][CH2:33]2)[C@:29]2([CH3:30])[C:24](=[CH:25][C:26](=[O:36])[CH2:27][CH2:28]2)[CH2:23][CH2:22]3)[CH2:19][CH2:18]1)[CH3:16])[CH3:11])([C:4]([CH3:5])([CH3:6])[CH3:7])([CH3:3])[CH3:2]. The catalyst class is: 11. (7) Reactant: [C:1]([O:5][C:6](=[O:34])[C:7]([S:10][C:11]1[S:12][CH:13]=[C:14]([CH2:16][CH2:17][O:18][C:19]2[CH:24]=[CH:23][C:22]([NH:25][C:26](=[O:33])[C:27]3[CH:32]=[CH:31][CH:30]=[CH:29][CH:28]=3)=[CH:21][CH:20]=2)[N:15]=1)([CH3:9])[CH3:8])([CH3:4])([CH3:3])[CH3:2].CI.[CH3:37]C(C)([O-])C.[K+].O. Product: [C:1]([O:5][C:6](=[O:34])[C:7]([S:10][C:11]1[S:12][CH:13]=[C:14]([CH2:16][CH2:17][O:18][C:19]2[CH:20]=[CH:21][C:22]([N:25]([C:26](=[O:33])[C:27]3[CH:28]=[CH:29][CH:30]=[CH:31][CH:32]=3)[CH3:37])=[CH:23][CH:24]=2)[N:15]=1)([CH3:9])[CH3:8])([CH3:2])([CH3:3])[CH3:4]. The catalyst class is: 9. (8) Reactant: F[C:2]1[C:10]2[CH:9]=[C:8]([C:11]([O:13][CH3:14])=[O:12])[S:7][C:6]=2[CH:5]=[CH:4][C:3]=1[N+:15]([O-:17])=[O:16].[NH:18]1[CH2:23][CH2:22][O:21][CH2:20][CH2:19]1.C([O-])([O-])=O.[K+].[K+]. Product: [O:21]1[CH2:22][CH2:23][N:18]([C:2]2[C:10]3[CH:9]=[C:8]([C:11]([O:13][CH3:14])=[O:12])[S:7][C:6]=3[CH:5]=[CH:4][C:3]=2[N+:15]([O-:17])=[O:16])[CH2:19][CH2:20]1. The catalyst class is: 16.